Dataset: Full USPTO retrosynthesis dataset with 1.9M reactions from patents (1976-2016). Task: Predict the reactants needed to synthesize the given product. (1) Given the product [NH:1]1[C:5]2[CH:6]=[CH:7][CH:8]=[CH:9][C:4]=2[N:3]=[C:2]1[CH2:10][N:11]([CH2:22][C:23]1[CH:30]=[CH:29][C:26]([CH2:27][N:31]2[CH2:35][CH2:34][CH2:33][CH2:32]2)=[CH:25][CH:24]=1)[CH:12]1[C:21]2[N:20]=[CH:19][CH:18]=[CH:17][C:16]=2[CH2:15][CH2:14][CH2:13]1, predict the reactants needed to synthesize it. The reactants are: [NH:1]1[C:5]2[CH:6]=[CH:7][CH:8]=[CH:9][C:4]=2[N:3]=[C:2]1[CH2:10][N:11]([CH2:22][C:23]1[CH:30]=[CH:29][C:26]([CH:27]=O)=[CH:25][CH:24]=1)[CH:12]1[C:21]2[N:20]=[CH:19][CH:18]=[CH:17][C:16]=2[CH2:15][CH2:14][CH2:13]1.[NH:31]1[CH2:35][CH2:34][CH2:33][CH2:32]1.CC(O)=O.[BH-](OC(C)=O)(OC(C)=O)OC(C)=O.[Na+]. (2) Given the product [CH3:1][O:2][C:3]1[CH:4]=[C:5]([CH:35]=[CH:36][CH:37]=1)[CH2:6][CH2:7][O:8][C:9]1[CH:10]=[C:11]([B:26]([OH:30])[OH:27])[CH:12]=[CH:13][C:14]=1[O:15][CH2:16][CH2:17][C:18]1[CH:23]=[CH:22][CH:21]=[C:20]([O:24][CH3:25])[CH:19]=1, predict the reactants needed to synthesize it. The reactants are: [CH3:1][O:2][C:3]1[CH:4]=[C:5]([CH:35]=[CH:36][CH:37]=1)[CH2:6][CH2:7][O:8][C:9]1[CH:10]=[C:11]([B:26]2[O:30]C(C)(C)C(C)(C)[O:27]2)[CH:12]=[CH:13][C:14]=1[O:15][CH2:16][CH2:17][C:18]1[CH:23]=[CH:22][CH:21]=[C:20]([O:24][CH3:25])[CH:19]=1.I([O-])(=O)(=O)=O.[Na+].C([O-])(=O)C.[NH4+].Cl. (3) The reactants are: Br[C:2]1[CH:16]=[C:15]2[C:5]([CH2:6][CH2:7][C:8]([CH3:18])([CH3:17])[C:9]32[CH2:13][O:12][C:11]([NH2:14])=[N:10]3)=[CH:4][CH:3]=1.[Cl:19][C:20]1[CH:21]=[CH:22][C:23]([C:26]([NH2:28])=[O:27])=[N:24][CH:25]=1.C(=O)([O-])[O-].[K+].[K+].CNCCNC. Given the product [NH2:14][C:11]1[O:12][CH2:13][C:9]2([C:15]3[C:5](=[CH:4][CH:3]=[C:2]([NH:28][C:26](=[O:27])[C:23]4[CH:22]=[CH:21][C:20]([Cl:19])=[CH:25][N:24]=4)[CH:16]=3)[CH2:6][CH2:7][C:8]2([CH3:18])[CH3:17])[N:10]=1, predict the reactants needed to synthesize it. (4) Given the product [CH3:24][S:25]([O:1][C@@H:2]([CH3:23])[CH2:3][CH2:4][CH2:5][CH2:6][N:7]1[C:15](=[O:16])[C:14]2[N:13]3[CH2:17][CH2:18][CH2:19][NH:20][C:12]3=[N:11][C:10]=2[N:9]([CH3:21])[C:8]1=[O:22])(=[O:27])=[O:26], predict the reactants needed to synthesize it. The reactants are: [OH:1][C@@H:2]([CH3:23])[CH2:3][CH2:4][CH2:5][CH2:6][N:7]1[C:15](=[O:16])[C:14]2[N:13]3[CH2:17][CH2:18][CH2:19][NH:20][C:12]3=[N:11][C:10]=2[N:9]([CH3:21])[C:8]1=[O:22].[CH3:24][S:25](O[S:25]([CH3:24])(=[O:27])=[O:26])(=[O:27])=[O:26].CO.